From a dataset of Forward reaction prediction with 1.9M reactions from USPTO patents (1976-2016). Predict the product of the given reaction. (1) The product is: [N:79]1[CH:80]=[CH:81][CH:82]=[CH:83][C:78]=1[NH:26][C:24](=[O:25])[C:19]1[C:18]([O:17][CH2:16][C@H:12]2[CH2:13][CH2:14][CH2:15][N:11]2[C:9]([C@H:6]2[CH2:7][CH2:8][C@H:3]([C:2]([F:1])([F:27])[F:28])[CH2:4][CH2:5]2)=[O:10])=[CH:23][CH:22]=[CH:21][N:20]=1. Given the reactants [F:1][C:2]([F:28])([F:27])[C@H:3]1[CH2:8][CH2:7][C@H:6]([C:9]([N:11]2[CH2:15][CH2:14][CH2:13][C@@H:12]2[CH2:16][O:17][C:18]2[C:19]([C:24]([NH2:26])=[O:25])=[N:20][CH:21]=[CH:22][CH:23]=2)=[O:10])[CH2:5][CH2:4]1.C1(P(C2C=CC=CC=2)C2C3OC4C(=CC=CC=4P(C4C=CC=CC=4)C4C=CC=CC=4)C(C)(C)C=3C=CC=2)C=CC=CC=1.C(=O)([O-])[O-].[Cs+].[Cs+].Br[C:78]1[CH:83]=[CH:82][CH:81]=[CH:80][N:79]=1, predict the reaction product. (2) Given the reactants [I:1][C:2]1[CH:7]=[C:6]([I:8])[CH:5]=[C:4]([I:9])[C:3]=1[OH:10].Br[CH2:12][C:13]([O:15][C:16]([CH3:19])([CH3:18])[CH3:17])=[O:14].C([O-])([O-])=O.[K+].[K+], predict the reaction product. The product is: [I:1][C:2]1[CH:7]=[C:6]([I:8])[CH:5]=[C:4]([I:9])[C:3]=1[O:10][CH2:12][C:13]([O:15][C:16]([CH3:19])([CH3:18])[CH3:17])=[O:14]. (3) Given the reactants [NH2:1][C:2]1[CH:9]=[CH:8][C:5]([C:6]#[N:7])=[CH:4][C:3]=1[NH:10][C:11]1[CH:16]=[CH:15][C:14]([CH3:17])=[C:13]([CH3:18])[CH:12]=1.Cl.[CH:20](OCC)(OCC)OCC, predict the reaction product. The product is: [CH3:18][C:13]1[CH:12]=[C:11]([N:10]2[C:3]3[CH:4]=[C:5]([C:6]#[N:7])[CH:8]=[CH:9][C:2]=3[N:1]=[CH:20]2)[CH:16]=[CH:15][C:14]=1[CH3:17]. (4) Given the reactants CC(OI1(OC(C)=O)(OC(C)=O)OC(=O)C2C=CC=CC1=2)=O.[OH:23][CH:24]([C:36]1[CH:41]=[CH:40][N:39]=[C:38]([C:42]([F:45])([F:44])[F:43])[CH:37]=1)[CH:25]1[CH2:28][N:27]([C:29]([O:31][C:32]([CH3:35])([CH3:34])[CH3:33])=[O:30])[CH2:26]1.C([O-])(O)=O.[Na+].[O-]S([O-])(=S)=O.[Na+].[Na+], predict the reaction product. The product is: [F:45][C:42]([F:43])([F:44])[C:38]1[CH:37]=[C:36]([CH:41]=[CH:40][N:39]=1)[C:24]([CH:25]1[CH2:26][N:27]([C:29]([O:31][C:32]([CH3:35])([CH3:34])[CH3:33])=[O:30])[CH2:28]1)=[O:23]. (5) The product is: [Cl:1][C:2]1[S:3][C:4]([C:13]([O:15][CH2:16][CH3:17])=[O:14])=[C:5]([C:7]2[O:12][CH:11]=[N:10][N:9]=2)[N:6]=1. Given the reactants [Cl:1][C:2]1[S:3][C:4]([C:13]([O:15][CH2:16][CH3:17])=[O:14])=[C:5]([C:7]([NH:9][NH:10][CH:11]=[O:12])=O)[N:6]=1.C1C=CC(P(C2C=CC=CC=2)C2C=CC=CC=2)=CC=1.C(Cl)(Cl)(Cl)Cl.CCN(C(C)C)C(C)C, predict the reaction product. (6) Given the reactants C([Si](C)(C)O[CH2:7][CH2:8][N:9]1[CH:14]=[CH:13][C:12]([NH:15][C:16]([CH:18]2[NH:22][CH:21]([CH2:23][C:24]([CH3:27])([CH3:26])[CH3:25])[C:20]3([C:35]4[C:30](=[CH:31][C:32]([Cl:36])=[CH:33][CH:34]=4)[NH:29][C:28]3=[O:37])[CH:19]2[C:38]2[CH:43]=[CH:42][CH:41]=[C:40]([Cl:44])[C:39]=2[F:45])=[O:17])=[CH:11][C:10]1=[O:46])(C)(C)C.Cl.O1CCC[CH2:51]1, predict the reaction product. The product is: [O:46]=[C:10]1[CH:11]=[C:12]([NH:15][C:16]([CH:18]2[NH:22][CH:21]([CH2:23][C:24]([CH3:27])([CH3:25])[CH3:26])[C:20]3([C:35]4[C:30](=[CH:31][C:32]([Cl:36])=[CH:33][CH:34]=4)[NH:29][C:28]3=[O:37])[CH:19]2[C:38]2[CH:43]=[CH:42][CH:41]=[C:40]([Cl:44])[C:39]=2[F:45])=[O:17])[CH:13]=[CH:14][N:9]1[CH2:8][CH2:7][CH3:51]. (7) Given the reactants [Cl:1][C:2]1[N:7]=[CH:6][C:5]([CH2:8][C:9]([O:11][CH2:12][CH3:13])=[O:10])=[CH:4][CH:3]=1.C(O[CH:17](OCC)[N:18]([CH3:20])[CH3:19])C, predict the reaction product. The product is: [Cl:1][C:2]1[N:7]=[CH:6][C:5]([C:8](=[CH:17][N:18]([CH3:20])[CH3:19])[C:9]([O:11][CH2:12][CH3:13])=[O:10])=[CH:4][CH:3]=1.